This data is from Catalyst prediction with 721,799 reactions and 888 catalyst types from USPTO. The task is: Predict which catalyst facilitates the given reaction. Reactant: [F:1][CH2:2][CH2:3][N:4]1[C:13]2[C:8](=[CH:9][CH:10]=[C:11](/[CH:14]=[CH:15]/[C:16]3[S:17][CH:18]=[C:19]([CH:21]([CH3:23])[CH3:22])[N:20]=3)[CH:12]=2)[C:7](=[O:24])[C:6]([C:25]([OH:27])=O)=[CH:5]1.C([N:30](CC)CC)C.ClC(OCC)=O.N. Product: [F:1][CH2:2][CH2:3][N:4]1[C:13]2[C:8](=[CH:9][CH:10]=[C:11](/[CH:14]=[CH:15]/[C:16]3[S:17][CH:18]=[C:19]([CH:21]([CH3:23])[CH3:22])[N:20]=3)[CH:12]=2)[C:7](=[O:24])[C:6]([C:25]([NH2:30])=[O:27])=[CH:5]1. The catalyst class is: 42.